From a dataset of Full USPTO retrosynthesis dataset with 1.9M reactions from patents (1976-2016). Predict the reactants needed to synthesize the given product. (1) The reactants are: Br[C:2]1[CH:11]=[CH:10][C:9]2[C:4](=[CH:5][CH:6]=[C:7]([O:12][C@H:13]3[CH2:18][CH2:17][C@H:16]([C:19]([CH3:22])([CH3:21])[CH3:20])[CH2:15][CH2:14]3)[CH:8]=2)[CH:3]=1.C(P(C(C)(C)C)C1C=CC=CC=1C1C=CC=CC=1C)(C)(C)C.C(=O)([O-])[O-].[Cs+].[Cs+].COCCOC.[N+:57]([CH2:60][CH3:61])([O-:59])=[O:58]. Given the product [C:19]([C@H:16]1[CH2:15][CH2:14][C@H:13]([O:12][C:7]2[CH:6]=[CH:5][C:4]3[C:9](=[CH:10][CH:11]=[C:2]([CH:60]([N+:57]([O-:59])=[O:58])[CH3:61])[CH:3]=3)[CH:8]=2)[CH2:18][CH2:17]1)([CH3:22])([CH3:21])[CH3:20], predict the reactants needed to synthesize it. (2) Given the product [OH:24][CH2:23][C@@H:22]([NH:21][C:2]1[C:7]([C:8]([OH:10])=[S:9])=[CH:6][N:5]=[C:4]([CH3:13])[N:3]=1)[CH2:25][C:26]1[CH:27]=[CH:28][CH:29]=[CH:30][CH:31]=1, predict the reactants needed to synthesize it. The reactants are: Cl[C:2]1[C:7]([C:8]([O:10]CC)=[S:9])=[CH:6][N:5]=[C:4]([CH3:13])[N:3]=1.C(N(CC)CC)C.[NH2:21][C@@H:22]([CH2:25][C:26]1[CH:31]=[CH:30][CH:29]=[CH:28][CH:27]=1)[CH2:23][OH:24]. (3) Given the product [O:5]=[C:4]1[C:3]2[C:2](=[CH:9][CH:8]=[CH:7][CH:6]=2)[C:16]([C:10]2[CH:11]=[CH:12][CH:13]=[CH:14][CH:15]=2)=[C:17]1[C:18]1[CH:23]=[CH:22][C:21]([C:24]2([NH:28][C:29](=[O:35])[O:30][C:31]([CH3:33])([CH3:32])[CH3:34])[CH2:27][CH2:26][CH2:25]2)=[CH:20][CH:19]=1, predict the reactants needed to synthesize it. The reactants are: Br[C:2]1[CH:9]=[CH:8][CH:7]=[CH:6][C:3]=1[CH:4]=[O:5].[C:10]1([C:16]#[C:17][C:18]2[CH:23]=[CH:22][C:21]([C:24]3([NH:28][C:29](=[O:35])[O:30][C:31]([CH3:34])([CH3:33])[CH3:32])[CH2:27][CH2:26][CH2:25]3)=[CH:20][CH:19]=2)[CH:15]=[CH:14][CH:13]=[CH:12][CH:11]=1.C([O-])(=O)C.[Na+]. (4) Given the product [O:18]=[S:2]1(=[O:1])[CH2:6][CH2:5][CH2:4][N:3]1[CH2:7][C:8]1[N:9]=[CH:10][C:11]([C:12]([N:30]2[CH2:31][CH2:32][N:27]([C:24]3[C:23]([CH3:33])=[CH:22][C:21]([CH2:19][CH3:20])=[CH:26][N:25]=3)[CH2:28][CH2:29]2)=[O:14])=[CH:16][CH:17]=1, predict the reactants needed to synthesize it. The reactants are: [O:1]=[S:2]1(=[O:18])[CH2:6][CH2:5][CH2:4][N:3]1[CH2:7][C:8]1[CH:17]=[CH:16][C:11]([C:12]([O:14]C)=O)=[CH:10][N:9]=1.[CH2:19]([C:21]1[CH:22]=[C:23]([CH3:33])[C:24]([N:27]2[CH2:32][CH2:31][NH:30][CH2:29][CH2:28]2)=[N:25][CH:26]=1)[CH3:20]. (5) Given the product [C:15]([Si:12]([O:11][C:10]1[CH:19]=[CH:20][C:7]([B:26]2[O:27][C:28]([CH3:30])([CH3:29])[C:24]([CH3:40])([CH3:23])[O:25]2)=[C:8]([O:21][CH3:22])[CH:9]=1)([CH3:14])[CH3:13])([CH3:18])([CH3:17])[CH3:16], predict the reactants needed to synthesize it. The reactants are: C([O-])(=O)C.[K+].Br[C:7]1[CH:20]=[CH:19][C:10]([O:11][Si:12]([C:15]([CH3:18])([CH3:17])[CH3:16])([CH3:14])[CH3:13])=[CH:9][C:8]=1[O:21][CH3:22].[CH3:23][C:24]1([CH3:40])[C:28]([CH3:30])([CH3:29])[O:27][B:26]([B:26]2[O:27][C:28]([CH3:30])([CH3:29])[C:24]([CH3:40])([CH3:23])[O:25]2)[O:25]1.CCN(C(C)C)C(C)C.C([Si](Cl)(C)C)(C)(C)C.